The task is: Predict the product of the given reaction.. This data is from Forward reaction prediction with 1.9M reactions from USPTO patents (1976-2016). (1) Given the reactants Br[C:2]1[CH:3]=[N:4][C:5]([O:14][CH3:15])=[C:6]2[C:11]=1[N:10]=[C:9]([C:12]#[N:13])[CH:8]=[CH:7]2.CC1(C)C(C)(C)OB([C:24]2[CH:34]=[CH:33][C:27]3[NH:28][S:29](=[O:32])(=[O:31])[CH2:30][C:26]=3[CH:25]=2)O1.C(Cl)Cl.C(=O)([O-])[O-].[Na+].[Na+].O, predict the reaction product. The product is: [O:31]=[S:29]1(=[O:32])[CH2:30][C:26]2[CH:25]=[C:24]([C:2]3[CH:3]=[N:4][C:5]([O:14][CH3:15])=[C:6]4[C:11]=3[N:10]=[C:9]([C:12]#[N:13])[CH:8]=[CH:7]4)[CH:34]=[CH:33][C:27]=2[NH:28]1. (2) Given the reactants BrC1([O:12][C:13]2C=[CH:17][CH:16]=[CH:15][CH:14]=2)COC(C)(C)OC1(C)C.NC1C=CC=CC=1.C1(NC2C=CC=CC=2)C=CC=CC=1.[Br:39][C:40]1[CH:52]=[CH:51][C:50]2[C:49]3[C:44](=[CH:45][C:46](Br)=[CH:47][CH:48]=3)[C:43](CC)(CC)[C:42]=2[CH:41]=1, predict the reaction product. The product is: [Br:39][C:40]1[CH:41]=[C:42]2[C:50]([C:49]3[CH:48]=[C:47]([CH2:46][CH3:45])[C:14]([CH:13]=[O:12])=[C:15]([CH2:16][CH3:17])[C:44]=3[CH2:43]2)=[CH:51][CH:52]=1.